From a dataset of Forward reaction prediction with 1.9M reactions from USPTO patents (1976-2016). Predict the product of the given reaction. (1) Given the reactants Br[C:2]1[CH:3]=[CH:4][C:5]([O:13][CH2:14][CH3:15])=[C:6]([CH2:8][C:9]([O:11][CH3:12])=[O:10])[CH:7]=1.C([O-])(=O)C.[K+].[B:21]1([B:21]2[O:25][C:24]([CH3:27])([CH3:26])[C:23]([CH3:29])([CH3:28])[O:22]2)[O:25][C:24]([CH3:27])([CH3:26])[C:23]([CH3:29])([CH3:28])[O:22]1, predict the reaction product. The product is: [CH2:14]([O:13][C:5]1[CH:4]=[CH:3][C:2]([B:21]2[O:25][C:24]([CH3:27])([CH3:26])[C:23]([CH3:29])([CH3:28])[O:22]2)=[CH:7][C:6]=1[CH2:8][C:9]([O:11][CH3:12])=[O:10])[CH3:15]. (2) The product is: [CH:25]([NH:28][C:29](=[O:32])[CH2:30][N:22]1[CH2:21][CH2:20][N:16]2[C:17]3[CH:18]=[CH:19][C:11]([O:10][CH:7]4[CH2:8][CH2:9][N:4]([CH:1]([CH3:3])[CH3:2])[CH2:5][CH2:6]4)=[CH:12][C:13]=3[CH:14]=[C:15]2[C:23]1=[O:24])([CH3:27])[CH3:26]. Given the reactants [CH:1]([N:4]1[CH2:9][CH2:8][CH:7]([O:10][C:11]2[CH:19]=[CH:18][C:17]3[N:16]4[CH2:20][CH2:21][NH:22][C:23](=[O:24])[C:15]4=[CH:14][C:13]=3[CH:12]=2)[CH2:6][CH2:5]1)([CH3:3])[CH3:2].[CH:25]([NH:28][C:29](=[O:32])[CH2:30]Cl)([CH3:27])[CH3:26].[H-].[Na+], predict the reaction product. (3) The product is: [CH3:23][O:24][C:25](=[O:39])[C:26]1[CH:27]=[CH:28][C:29]([O:32][C:33]2[S:37][C:36]([NH:38][C:14](=[O:15])[CH:13]([C:10]3[CH:9]=[CH:8][C:7]([S:4]([CH:1]4[CH2:3][CH2:2]4)(=[O:6])=[O:5])=[CH:12][CH:11]=3)[O:17][C@@H:18]3[CH2:22][CH2:21][O:20][CH2:19]3)=[N:35][CH:34]=2)=[CH:30][CH:31]=1. Given the reactants [CH:1]1([S:4]([C:7]2[CH:12]=[CH:11][C:10]([CH:13]([O:17][C@@H:18]3[CH2:22][CH2:21][O:20][CH2:19]3)[C:14](O)=[O:15])=[CH:9][CH:8]=2)(=[O:6])=[O:5])[CH2:3][CH2:2]1.[CH3:23][O:24][C:25](=[O:39])[C:26]1[CH:31]=[CH:30][C:29]([O:32][C:33]2[S:37][C:36]([NH2:38])=[N:35][CH:34]=2)=[CH:28][CH:27]=1.C1C=CC2N(O)N=NC=2C=1.CCN=C=NCCCN(C)C.CN1CCOCC1, predict the reaction product. (4) Given the reactants Cl.[F:2][C:3]1[CH:8]=[CH:7][CH:6]=[CH:5][C:4]=1[C:9]1[O:13][N:12]=[C:11]([CH:14]2[CH2:19][CH2:18][CH2:17][NH:16][CH2:15]2)[N:10]=1.[F:20][C:21]1[CH:29]=[CH:28][C:24]([C:25](O)=[O:26])=[C:23]([NH:30][CH3:31])[CH:22]=1.CCN=C=NCCCN(C)C.Cl.C1C=CC2N(O)N=NC=2C=1, predict the reaction product. The product is: [F:20][C:21]1[CH:29]=[CH:28][C:24]([C:25]([N:16]2[CH2:17][CH2:18][CH2:19][CH:14]([C:11]3[N:10]=[C:9]([C:4]4[CH:5]=[CH:6][CH:7]=[CH:8][C:3]=4[F:2])[O:13][N:12]=3)[CH2:15]2)=[O:26])=[C:23]([NH:30][CH3:31])[CH:22]=1. (5) Given the reactants C1(NC(=NC2CCCCC2)O[CH2:10][C:11]2[CH:16]=[CH:15][CH:14]=[CH:13][CH:12]=2)CCCCC1.CN(C=O)C.[NH2:29][C:30]1[C:38]([N+:39]([O-:41])=[O:40])=[CH:37][CH:36]=[CH:35][C:31]=1[C:32]([OH:34])=[O:33], predict the reaction product. The product is: [NH2:29][C:30]1[C:38]([N+:39]([O-:41])=[O:40])=[CH:37][CH:36]=[CH:35][C:31]=1[C:32]([O:34][CH2:10][C:11]1[CH:16]=[CH:15][CH:14]=[CH:13][CH:12]=1)=[O:33]. (6) Given the reactants [NH2:1][C:2]1[CH:11]=[CH:10][C:9]2[C:4](=[CH:5][CH:6]=[CH:7][CH:8]=2)[C:3]=1[N+:12]([O-])=O.NN.[OH:17][C@@H:18]([CH3:22])[C:19](O)=O, predict the reaction product. The product is: [NH:12]1[C:3]2[C:4]3[C:9]([CH:10]=[CH:11][C:2]=2[N:1]=[C:19]1[C@@H:18]([OH:17])[CH3:22])=[CH:8][CH:7]=[CH:6][CH:5]=3. (7) Given the reactants [F:1][C:2]1[CH:3]=[N:4][C:5]([NH:11][CH2:12][CH:13]([CH3:15])[CH3:14])=[C:6]([CH:10]=1)[C:7]([OH:9])=O.[CH3:16][C:17]([NH2:21])([C:19]#[CH:20])[CH3:18].C1C=CC2N(O)N=NC=2C=1.CCN=C=NCCCN(C)C.CCN(C(C)C)C(C)C, predict the reaction product. The product is: [F:1][C:2]1[CH:3]=[N:4][C:5]([NH:11][CH2:12][CH:13]([CH3:15])[CH3:14])=[C:6]([CH:10]=1)[C:7]([NH:21][C:17]([CH3:18])([C:19]#[CH:20])[CH3:16])=[O:9].